From a dataset of Full USPTO retrosynthesis dataset with 1.9M reactions from patents (1976-2016). Predict the reactants needed to synthesize the given product. (1) Given the product [CH3:1][C:2]1([CH3:25])[CH2:6][CH2:5][CH2:4][CH:3]1[C:7]1[CH:12]=[C:11]([C:13]([O:15][CH3:16])=[O:14])[CH:10]=[CH:9][C:8]=1[C:17]1[CH:22]=[C:21]([O:23][CH2:34][C:33]([F:37])([F:36])[F:32])[CH:20]=[CH:19][C:18]=1[F:24], predict the reactants needed to synthesize it. The reactants are: [CH3:1][C:2]1([CH3:25])[CH2:6][CH2:5][CH2:4][CH:3]1[C:7]1[CH:12]=[C:11]([C:13]([O:15][CH3:16])=[O:14])[CH:10]=[CH:9][C:8]=1[C:17]1[CH:22]=[C:21]([OH:23])[CH:20]=[CH:19][C:18]=1[F:24].C(=O)([O-])[O-].[Cs+].[Cs+].[F:32][C:33]([F:37])([F:36])[CH2:34]I. (2) Given the product [F:1][C:2]1[CH:3]=[CH:4][C:5]([C:8]2[O:31][C:11]3=[N:12][C:13]([NH:25][CH2:26][C:27]([F:28])([F:29])[F:30])=[C:14]([C:16]4[CH:24]=[CH:23][CH:22]=[C:18]([C:19](=[O:20])[NH:55][C:52]5([C:50]6[O:49][N:48]=[C:47]([CH3:46])[N:51]=6)[CH2:54][CH2:53]5)[CH:17]=4)[CH:15]=[C:10]3[C:9]=2[C:32]([NH:33][CH3:34])=[O:35])=[CH:6][CH:7]=1, predict the reactants needed to synthesize it. The reactants are: [F:1][C:2]1[CH:7]=[CH:6][C:5]([C:8]2[O:31][C:11]3=[N:12][C:13]([NH:25][CH2:26][C:27]([F:30])([F:29])[F:28])=[C:14]([C:16]4[CH:17]=[C:18]([CH:22]=[CH:23][CH:24]=4)[C:19](O)=[O:20])[CH:15]=[C:10]3[C:9]=2[C:32](=[O:35])[NH:33][CH3:34])=[CH:4][CH:3]=1.C(N(C(C)C)C(C)C)C.Cl.[CH3:46][C:47]1[N:51]=[C:50]([C:52]2([NH2:55])[CH2:54][CH2:53]2)[O:49][N:48]=1.CN(C(ON1N=NC2C=CC=NC1=2)=[N+](C)C)C.F[P-](F)(F)(F)(F)F. (3) Given the product [F:19][C:18]([F:20])([F:21])[CH2:17][O:16][C:7]1[CH:8]=[C:9]([C:12]([F:15])([F:13])[F:14])[CH:10]=[CH:11][C:6]=1[C:5]([OH:22])=[O:4], predict the reactants needed to synthesize it. The reactants are: FC(F)(F)C[O:4][C:5](=[O:22])[C:6]1[CH:11]=[CH:10][C:9]([C:12]([F:15])([F:14])[F:13])=[CH:8][C:7]=1[O:16][CH2:17][C:18]([F:21])([F:20])[F:19].[OH-].[Na+]. (4) The reactants are: [CH2:1]([O:3][C:4](=[O:22])[C:5]([OH:21])([C:17]([F:20])([F:19])[F:18])[CH2:6][C:7]([C:10]1[CH:15]=[CH:14][C:13](Br)=[CH:12][CH:11]=1)([CH3:9])[CH3:8])[CH3:2].[CH2:23](C([Sn])=C(CCCC)CCCC)[CH2:24]CC.[C:38]1(C)C=CC=C[C:39]=1P(C1C=CC=CC=1C)C1C=CC=CC=1C. Given the product [CH2:1]([O:3][C:4](=[O:22])[C:5]([OH:21])([C:17]([F:20])([F:19])[F:18])[CH2:6][C:7]([CH3:9])([C:10]1[CH:15]=[CH:14][C:13]([CH:23]=[CH2:24])=[CH:12][CH:11]=1)[CH3:8])[CH3:2].[OH:21][C:5]([C:17]([F:19])([F:18])[F:20])([CH2:6][C:7]([CH3:8])([C:10]1[CH:11]=[CH:12][C:13]([CH:38]=[CH2:39])=[CH:14][CH:15]=1)[CH3:9])[C:4]([OH:3])=[O:22], predict the reactants needed to synthesize it. (5) The reactants are: [Cl:1][C:2]1[CH:36]=[CH:35][C:5]([CH2:6][N:7]2[C:15]3[C:14](=[O:16])[N:13]([CH2:17][C:18](=[O:20])[CH3:19])[C:12](=[O:21])[N:11]([CH3:22])[C:10]=3[N:9]=[C:8]2[O:23][C:24]2[CH:29]=[CH:28][CH:27]=[C:26]([O:30][C:31]([F:34])([F:33])[F:32])[CH:25]=2)=[CH:4][CH:3]=1.[CH2:37]([Mg]Br)[CH2:38]C.[CH2:42]1COCC1. Given the product [Cl:1][C:2]1[CH:3]=[CH:4][C:5]([CH2:6][N:7]2[C:15]3[C:14](=[O:16])[N:13]([CH2:17][C:18]([OH:20])([CH3:42])[CH2:19][CH2:37][CH3:38])[C:12](=[O:21])[N:11]([CH3:22])[C:10]=3[N:9]=[C:8]2[O:23][C:24]2[CH:29]=[CH:28][CH:27]=[C:26]([O:30][C:31]([F:34])([F:32])[F:33])[CH:25]=2)=[CH:35][CH:36]=1, predict the reactants needed to synthesize it. (6) Given the product [F:20][C:21]([F:26])([F:25])[C:22]([OH:24])=[O:23].[NH2:8][CH2:9][C:10]1[O:14][N:13]=[C:12]([C:15]([O:17][CH2:18][CH3:19])=[O:16])[CH:11]=1, predict the reactants needed to synthesize it. The reactants are: C(OC([NH:8][CH2:9][C:10]1[O:14][N:13]=[C:12]([C:15]([O:17][CH2:18][CH3:19])=[O:16])[CH:11]=1)=O)(C)(C)C.[F:20][C:21]([F:26])([F:25])[C:22]([OH:24])=[O:23]. (7) Given the product [CH2:17]([O:19][C:20](=[O:39])[C:21]([O:24][C:25]1[CH:30]=[CH:29][C:28]([CH2:31][CH2:32][CH2:33][N:4]2[C:5](=[O:16])[C:6]3[N:11]([CH3:12])[N:10]=[C:9]([CH2:13][CH2:14][CH3:15])[C:7]=3[N:8]=[C:3]2[CH2:1][CH3:2])=[CH:27][CH:26]=1)([CH3:22])[CH3:23])[CH3:18], predict the reactants needed to synthesize it. The reactants are: [CH2:1]([C:3]1[NH:4][C:5](=[O:16])[C:6]2[N:11]([CH3:12])[N:10]=[C:9]([CH2:13][CH2:14][CH3:15])[C:7]=2[N:8]=1)[CH3:2].[CH2:17]([O:19][C:20](=[O:39])[C:21]([O:24][C:25]1[CH:30]=[CH:29][C:28]([CH2:31][CH2:32][CH2:33]OS(C)(=O)=O)=[CH:27][CH:26]=1)([CH3:23])[CH3:22])[CH3:18]. (8) The reactants are: Cl[CH2:2][C:3]1[C:4]([S:9][CH:10]2[CH2:13][CH2:12][CH2:11]2)=[N:5][CH:6]=[CH:7][CH:8]=1.C([O:16][C:17](=[O:30])[CH:18]([CH3:29])[CH2:19][C:20]1[CH:25]=[C:24]([F:26])[C:23]([OH:27])=[C:22]([F:28])[CH:21]=1)C. Given the product [CH:10]1([S:9][C:4]2[C:3]([CH2:2][O:27][C:23]3[C:22]([F:28])=[CH:21][C:20]([CH2:19][CH:18]([CH3:29])[C:17]([OH:30])=[O:16])=[CH:25][C:24]=3[F:26])=[CH:8][CH:7]=[CH:6][N:5]=2)[CH2:13][CH2:12][CH2:11]1, predict the reactants needed to synthesize it.